This data is from Reaction yield outcomes from USPTO patents with 853,638 reactions. The task is: Predict the reaction yield, written as a fraction of the theoretical maximum amount of product (1.0 means a 100% yield; for example, 0.34 means a 34% yield). (1) The reactants are Br[CH2:2][C:3]([C:5]1[CH:10]=[CH:9][C:8]([CH2:11][C@H:12]([NH:25][C:26](=[O:32])[O:27][C:28]([CH3:31])([CH3:30])[CH3:29])[CH2:13][N:14]2[C:22](=[O:23])[C:21]3[C:16](=[CH:17][CH:18]=[CH:19][CH:20]=3)[C:15]2=[O:24])=[CH:7][CH:6]=1)=O.[Br:33][C:34]1[C:35]([NH2:40])=[N:36][CH:37]=[CH:38][CH:39]=1.C(=O)(O)[O-].[Na+]. The catalyst is C(O)(C)C. The product is [Br:33][C:34]1[C:35]2[N:36]([CH:2]=[C:3]([C:5]3[CH:6]=[CH:7][C:8]([CH2:11][C@H:12]([NH:25][C:26](=[O:32])[O:27][C:28]([CH3:30])([CH3:29])[CH3:31])[CH2:13][N:14]4[C:15](=[O:24])[C:16]5[C:21](=[CH:20][CH:19]=[CH:18][CH:17]=5)[C:22]4=[O:23])=[CH:9][CH:10]=3)[N:40]=2)[CH:37]=[CH:38][CH:39]=1. The yield is 0.720. (2) The product is [CH3:1][N:2]([CH2:4][CH:5]([C:13]1([OH:19])[CH2:18][CH2:17][CH2:16][CH2:15][CH2:14]1)[C:6]1[CH:7]=[CH:8][C:9]([OH:12])=[CH:10][CH:11]=1)[CH3:3].[CH:20]([O-:22])=[O:21]. The catalyst is CC(O)C. The reactants are [CH3:1][N:2]([CH2:4][CH:5]([C:13]1([OH:19])[CH2:18][CH2:17][CH2:16][CH2:15][CH2:14]1)[C:6]1[CH:7]=[CH:8][C:9]([OH:12])=[CH:10][CH:11]=1)[CH3:3].[CH:20]([OH:22])=[O:21]. The yield is 0.860. (3) The reactants are [CH:1]([C:4]1[CH:5]=[C:6]([C:12]([NH2:14])=[O:13])[O:7][C:8]=1[CH:9]([CH3:11])[CH3:10])([CH3:3])[CH3:2].Br[C:16]1[O:20][C:19]([C:21]([O:23][CH3:24])=[O:22])=[CH:18][CH:17]=1. No catalyst specified. The product is [CH:1]([C:4]1[CH:5]=[C:6]([C:12]([NH:14][C:16]2[O:20][C:19]([C:21]([O:23][CH3:24])=[O:22])=[CH:18][CH:17]=2)=[O:13])[O:7][C:8]=1[CH:9]([CH3:10])[CH3:11])([CH3:2])[CH3:3]. The yield is 0.490. (4) The reactants are [NH2:1][C:2]1[C:7]([OH:8])=[CH:6][C:5]([C:9]2[CH:14]=[CH:13][CH:12]=[CH:11][CH:10]=2)=[CH:4][N:3]=1.[H-].[Na+].[C:17](Cl)([C:30]1[CH:35]=[CH:34][CH:33]=[CH:32][CH:31]=1)([C:24]1[CH:29]=[CH:28][CH:27]=[CH:26][CH:25]=1)[C:18]1[CH:23]=[CH:22][CH:21]=[CH:20][CH:19]=1. The product is [C:9]1([C:5]2[CH:6]=[C:7]([OH:8])[C:2]([NH:1][C:17]([C:18]3[CH:23]=[CH:22][CH:21]=[CH:20][CH:19]=3)([C:30]3[CH:31]=[CH:32][CH:33]=[CH:34][CH:35]=3)[C:24]3[CH:25]=[CH:26][CH:27]=[CH:28][CH:29]=3)=[N:3][CH:4]=2)[CH:14]=[CH:13][CH:12]=[CH:11][CH:10]=1. The catalyst is C1COCC1. The yield is 0.230. (5) The reactants are [Cl:1][C:2]1[CH:7]=[CH:6][C:5]([CH3:8])=[CH:4][C:3]=1[NH:9][C:10]1[N:15]2[N:16]=[CH:17][C:18]([C:19](O)=[O:20])=[C:14]2[N:13]=[CH:12][C:11]=1[C:22]([N:24]1[CH2:29][CH2:28][C:27]2([C:33]3[CH:34]=[CH:35][C:36]([F:38])=[CH:37][C:32]=3[O:31][CH2:30]2)[CH2:26][CH2:25]1)=[O:23].[CH2:39]([S:41]([NH2:44])(=[O:43])=[O:42])[CH3:40]. No catalyst specified. The product is [Cl:1][C:2]1[CH:7]=[CH:6][C:5]([CH3:8])=[CH:4][C:3]=1[NH:9][C:10]1[N:15]2[N:16]=[CH:17][C:18]([C:19]([NH:44][S:41]([CH2:39][CH3:40])(=[O:43])=[O:42])=[O:20])=[C:14]2[N:13]=[CH:12][C:11]=1[C:22]([N:24]1[CH2:29][CH2:28][C:27]2([C:33]3[CH:34]=[CH:35][C:36]([F:38])=[CH:37][C:32]=3[O:31][CH2:30]2)[CH2:26][CH2:25]1)=[O:23]. The yield is 0.430. (6) The reactants are [CH2:1]([O:3][C:4](=[O:28])[C:5]([NH:19][C:20]1[CH:25]=[CH:24][C:23]([C:26]#[N:27])=[CH:22][CH:21]=1)([C:10]1[CH:15]=[C:14]([CH3:16])[C:13]([OH:17])=[C:12]([CH3:18])[CH:11]=1)[C:6]([F:9])([F:8])[F:7])[CH3:2].[C:29](=O)([O-])[O-].[K+].[K+].CI.C(OCC)(=O)C. The product is [CH2:1]([O:3][C:4](=[O:28])[C:5]([NH:19][C:20]1[CH:25]=[CH:24][C:23]([C:26]#[N:27])=[CH:22][CH:21]=1)([C:10]1[CH:11]=[C:12]([CH3:18])[C:13]([O:17][CH3:29])=[C:14]([CH3:16])[CH:15]=1)[C:6]([F:9])([F:8])[F:7])[CH3:2]. The yield is 0.920. The catalyst is CN(C)C=O.O. (7) The reactants are [NH2:1][C:2]1[C:7]2[S:8][C:9]([C:11]3[C:18]([F:19])=[CH:17][C:14]([C:15]#[N:16])=[CH:13][C:12]=3[Cl:20])=[N:10][C:6]=2[CH:5]=[CH:4][N:3]=1.C(OC(=O)[NH:27][C:28]1[C:33]2S[C:35](C3C(F)=CC(C#N)=CC=3Cl)=[N:36][C:32]=2C=C[N:29]=1)(C)(C)C. The catalyst is Cl. The product is [ClH:20].[NH2:29][C:28]1[N:27]=[CH:35][N:36]=[C:32]([NH:1][C:2]2[C:7]3[S:8][C:9]([C:11]4[C:18]([F:19])=[CH:17][C:14]([C:15]#[N:16])=[CH:13][C:12]=4[Cl:20])=[N:10][C:6]=3[CH:5]=[CH:4][N:3]=2)[CH:33]=1. The yield is 0.780. (8) The reactants are [Cl:1][C:2]1[CH:10]=[CH:9][C:5]([C:6]([OH:8])=O)=[CH:4][C:3]=1[OH:11].[NH:12]1[CH2:17][CH2:16][CH2:15][C@@H:14]2[C:18]3[CH:19]=[CH:20][CH:21]=[CH:22][C:23]=3[CH2:24][C@H:13]12.F[P-](F)(F)(F)(F)F.N1(OC(N(C)C)=[N+](C)C)C2N=CC=CC=2N=N1. No catalyst specified. The product is [Cl:1][C:2]1[CH:10]=[CH:9][C:5]([C:6]([N:12]2[CH2:17][CH2:16][CH2:15][C@@H:14]3[C:18]4[CH:19]=[CH:20][CH:21]=[CH:22][C:23]=4[CH2:24][C@H:13]23)=[O:8])=[CH:4][C:3]=1[OH:11]. The yield is 0.440. (9) The reactants are [Cl:1][C:2]1[CH:3]=[C:4]([CH:8]=[C:9]([Cl:17])[C:10]=1[O:11][CH:12]1[CH2:16][CH2:15][CH2:14][CH2:13]1)[C:5]([OH:7])=O.C(Cl)(=O)C(Cl)=O.[NH2:24][C:25]1[CH:34]=[CH:33][C:28]([C:29]([O:31][CH3:32])=[O:30])=[CH:27][CH:26]=1.CCN(C(C)C)C(C)C. The catalyst is C(Cl)Cl.CN(C=O)C. The product is [Cl:17][C:9]1[CH:8]=[C:4]([CH:3]=[C:2]([Cl:1])[C:10]=1[O:11][CH:12]1[CH2:16][CH2:15][CH2:14][CH2:13]1)[C:5]([NH:24][C:25]1[CH:26]=[CH:27][C:28]([C:29]([O:31][CH3:32])=[O:30])=[CH:33][CH:34]=1)=[O:7]. The yield is 0.200.